Task: Predict the reactants needed to synthesize the given product.. Dataset: Full USPTO retrosynthesis dataset with 1.9M reactions from patents (1976-2016) (1) Given the product [Cl:1][C:2]1[N:3]=[C:4]([CH2:19][N:28]2[CH2:33][CH2:32][O:31][CH2:30][CH2:29]2)[CH:5]=[C:6]2[C:11]=1[N:10]([CH3:12])[CH:9]=[C:8]([C:13]([O:15][CH2:16][CH3:17])=[O:14])[C:7]2=[O:18], predict the reactants needed to synthesize it. The reactants are: [Cl:1][C:2]1[N:3]=[C:4]([CH3:19])[CH:5]=[C:6]2[C:11]=1[N:10]([CH3:12])[CH:9]=[C:8]([C:13]([O:15][CH2:16][CH3:17])=[O:14])[C:7]2=[O:18].BrN1C(=O)CCC1=O.[NH:28]1[CH2:33][CH2:32][O:31][CH2:30][CH2:29]1.C(Cl)Cl. (2) Given the product [CH3:1][C@H:2]1[CH2:11][CH2:10][C:9]2[C:4](=[CH:5][CH:6]=[C:7]([C:29]3[CH:34]=[CH:33][C:32]([S:35]([CH3:38])(=[O:37])=[O:36])=[CH:31][N:30]=3)[C:8]=2[O:12][CH2:13][CH2:14][CH3:15])[N:3]1[C:25](=[O:27])[CH3:26], predict the reactants needed to synthesize it. The reactants are: [CH3:1][C@H:2]1[CH2:11][CH2:10][C:9]2[C:4](=[CH:5][CH:6]=[C:7](B3OC(C)(C)C(C)(C)O3)[C:8]=2[O:12][CH2:13][CH2:14][CH3:15])[N:3]1[C:25](=[O:27])[CH3:26].Br[C:29]1[CH:34]=[CH:33][C:32]([S:35]([CH3:38])(=[O:37])=[O:36])=[CH:31][N:30]=1.C(=O)([O-])[O-].[Cs+].[Cs+]. (3) Given the product [F:23][C:24]1[CH:25]=[C:26]([CH:29]=[CH:30][C:31]=1[CH3:32])[CH2:27][NH:1][CH:2]1[CH2:3][CH2:4][N:5]([CH2:8][CH2:9][N:10]2[C:19]3[C:14](=[CH:15][CH:16]=[C:17]([O:20][CH3:21])[CH:18]=3)[N:13]=[CH:12][C:11]2=[O:22])[CH2:6][CH2:7]1, predict the reactants needed to synthesize it. The reactants are: [NH2:1][CH:2]1[CH2:7][CH2:6][N:5]([CH2:8][CH2:9][N:10]2[C:19]3[C:14](=[CH:15][CH:16]=[C:17]([O:20][CH3:21])[CH:18]=3)[N:13]=[CH:12][C:11]2=[O:22])[CH2:4][CH2:3]1.[F:23][C:24]1[CH:25]=[C:26]([CH:29]=[CH:30][C:31]=1[CH3:32])[CH:27]=O.C(O[BH-](OC(=O)C)OC(=O)C)(=O)C.[Na+].C(=O)([O-])O.[Na+]. (4) Given the product [CH2:19]=[C:2]1[CH2:7][CH2:6][N:5]([C:8]2[CH:18]=[CH:17][C:11]([C:12]([O:14][CH2:15][CH3:16])=[O:13])=[CH:10][CH:9]=2)[CH2:4][CH2:3]1, predict the reactants needed to synthesize it. The reactants are: O=[C:2]1[CH2:7][CH2:6][N:5]([C:8]2[CH:18]=[CH:17][C:11]([C:12]([O:14][CH2:15][CH3:16])=[O:13])=[CH:10][CH:9]=2)[CH2:4][CH2:3]1.[CH2:19]=C1CCN(C2C=CC=CC=2)CC1.